This data is from Peptide-MHC class II binding affinity with 134,281 pairs from IEDB. The task is: Regression. Given a peptide amino acid sequence and an MHC pseudo amino acid sequence, predict their binding affinity value. This is MHC class II binding data. (1) The peptide sequence is AAPLSWSKDIYNYME. The MHC is DRB1_0901 with pseudo-sequence DRB1_0901. The binding affinity (normalized) is 0.353. (2) The peptide sequence is TVAAAPQVKYAVFEA. The MHC is DRB1_0901 with pseudo-sequence DRB1_0901. The binding affinity (normalized) is 0.406.